Dataset: TCR-epitope binding with 47,182 pairs between 192 epitopes and 23,139 TCRs. Task: Binary Classification. Given a T-cell receptor sequence (or CDR3 region) and an epitope sequence, predict whether binding occurs between them. (1) The epitope is LLMPILTLT. The TCR CDR3 sequence is CASSQASSLPDTDTQYF. Result: 0 (the TCR does not bind to the epitope). (2) The epitope is NLVPMVATV. The TCR CDR3 sequence is CASSDGTSNEQYF. Result: 0 (the TCR does not bind to the epitope). (3) The TCR CDR3 sequence is CASSFYPDTQYF. Result: 1 (the TCR binds to the epitope). The epitope is SQASSRSSSR. (4) The epitope is VTIAEILLI. The TCR CDR3 sequence is CASSTPTGDGYTF. Result: 0 (the TCR does not bind to the epitope). (5) The epitope is HLVDFQVTI. The TCR CDR3 sequence is CSVGQGWEQYF. Result: 0 (the TCR does not bind to the epitope).